This data is from Forward reaction prediction with 1.9M reactions from USPTO patents (1976-2016). The task is: Predict the product of the given reaction. (1) Given the reactants C([O:8][C:9](=[O:33])[CH2:10][C@@H:11]([N:16]1[CH:20]=[CH:19][C:18]([C:21]2[CH:26]=[CH:25][C:24]([C:27]3[CH:32]=[CH:31][N:30]=[CH:29][CH:28]=3)=[CH:23][CH:22]=2)=[CH:17]1)[C:12]([NH:14][CH3:15])=[O:13])C1C=CC=CC=1, predict the reaction product. The product is: [CH3:15][NH:14][C:12](=[O:13])[C@H:11]([N:16]1[CH:20]=[CH:19][C:18]([C:21]2[CH:26]=[CH:25][C:24]([C:27]3[CH:28]=[CH:29][N:30]=[CH:31][CH:32]=3)=[CH:23][CH:22]=2)=[CH:17]1)[CH2:10][C:9]([OH:33])=[O:8]. (2) Given the reactants [NH2:1][CH:2]1[N:8]=[C:7]([C:9]2[CH:14]=[CH:13][CH:12]=[CH:11][CH:10]=2)[C:6]2[CH:15]=[CH:16][CH:17]=[CH:18][C:5]=2[N:4]([CH3:19])[C:3]1=[O:20].[F:21][C:22]1[CH:23]=[C:24]([CH:35]=[C:36]([F:38])[CH:37]=1)[CH2:25][NH:26][C:27](=[O:34])[CH:28]([CH2:32][CH3:33])[C:29](O)=[O:30], predict the reaction product. The product is: [F:21][C:22]1[CH:23]=[C:24]([CH:35]=[C:36]([F:38])[CH:37]=1)[CH2:25][NH:26][C:27](=[O:34])[CH:28]([CH2:32][CH3:33])[C:29]([NH:1][CH:2]1[C:3](=[O:20])[N:4]([CH3:19])[C:5]2[CH:18]=[CH:17][CH:16]=[CH:15][C:6]=2[C:7]([C:9]2[CH:14]=[CH:13][CH:12]=[CH:11][CH:10]=2)=[N:8]1)=[O:30]. (3) Given the reactants C(O)CC=C.C=CC=C.C([O-])(=O)C=CC=C.[C:17](SCCNC(=O)CCNC(=O)[C@H](O)C(C)(C)COP(O)(=O)OP(O)(=O)OC[C@H]1O[C@@H](N2C3N=CN=C(N)C=3N=C2)[C@H](O)[C@@H]1OP(O)(O)=O)(=[O:22])[CH2:18][C:19]([OH:21])=[O:20].[C:71]([S:74][CH2:75][CH2:76][NH:77][C:78](=[O:121])[CH2:79][CH2:80][NH:81][C:82](=[O:120])[C@H:83]([OH:119])[C:84]([CH3:118])([CH3:117])[CH2:85][O:86][P:87]([OH:116])(=[O:115])[O:88][P:89]([OH:114])(=[O:113])[O:90][CH2:91][C@H:92]1[O:96][C@@H:95]([N:97]2[C:106]3[N:105]=[CH:104][N:103]=[C:101]([NH2:102])[C:100]=3[N:99]=[CH:98]2)[C@H:94]([OH:107])[C@@H:93]1[O:108][P:109]([OH:112])([OH:111])=[O:110])(=[O:73])[CH3:72], predict the reaction product. The product is: [O:22]=[C:17]([CH2:18][C:19]([OH:21])=[O:20])[CH2:72][C:71]([S:74][CH2:75][CH2:76][NH:77][C:78](=[O:121])[CH2:79][CH2:80][NH:81][C:82](=[O:120])[C@H:83]([OH:119])[C:84]([CH3:117])([CH3:118])[CH2:85][O:86][P:87]([OH:116])(=[O:115])[O:88][P:89]([OH:114])(=[O:113])[O:90][CH2:91][C@H:92]1[O:96][C@@H:95]([N:97]2[C:106]3[N:105]=[CH:104][N:103]=[C:101]([NH2:102])[C:100]=3[N:99]=[CH:98]2)[C@H:94]([OH:107])[C@@H:93]1[O:108][P:109]([OH:112])([OH:111])=[O:110])=[O:73]. (4) Given the reactants [CH2:1]=[CH:2][CH2:3][CH3:4].[CH2:5]([Al](CC(C)C)CC(C)C)[CH:6](C)C.C=CC.C=C.[Al], predict the reaction product. The product is: [CH2:1]=[CH:2][CH3:3].[CH2:5]=[CH2:6].[CH2:1]=[CH:2][CH2:3][CH3:4]. (5) Given the reactants Cl[C:2]1[N:11]=[C:10]([NH:12][C:13]2[CH:18]=[CH:17][CH:16]=[CH:15][CH:14]=2)[C:9]2[C:4](=[CH:5][CH:6]=[C:7]([O:19][CH3:20])[CH:8]=2)[N:3]=1.[CH3:21][NH:22][S:23]([CH2:26][C:27]1[CH:32]=[CH:31][C:30]([NH2:33])=[CH:29][CH:28]=1)(=[O:25])=[O:24], predict the reaction product. The product is: [CH3:21][NH:22][S:23]([CH2:26][C:27]1[CH:32]=[CH:31][C:30]([NH:33][C:2]2[N:11]=[C:10]([NH:12][C:13]3[CH:18]=[CH:17][CH:16]=[CH:15][CH:14]=3)[C:9]3[C:4](=[CH:5][CH:6]=[C:7]([O:19][CH3:20])[CH:8]=3)[N:3]=2)=[CH:29][CH:28]=1)(=[O:24])=[O:25].